Dataset: Forward reaction prediction with 1.9M reactions from USPTO patents (1976-2016). Task: Predict the product of the given reaction. (1) Given the reactants [S:1]([N:11]1[C:19]2[C:14](=[CH:15][CH:16]=[CH:17][CH:18]=2)[C:13]([CH2:20][N:21]2[CH2:26][CH2:25][CH2:24][C:23]3([CH2:31][CH2:30][NH:29][CH2:28][CH2:27]3)[C:22]2=[O:32])=[CH:12]1)([C:4]1[CH:10]=[CH:9][C:7]([CH3:8])=[CH:6][CH:5]=1)(=[O:3])=[O:2].Cl[C:34]1[N:39]=[C:38]([O:40][CH3:41])[CH:37]=[C:36]([CH3:42])[N:35]=1.C1CCN2C(=NCCC2)CC1, predict the reaction product. The product is: [CH3:41][O:40][C:38]1[CH:37]=[C:36]([CH3:42])[N:35]=[C:34]([N:29]2[CH2:30][CH2:31][C:23]3([C:22](=[O:32])[N:21]([CH2:20][C:13]4[C:14]5[C:19](=[CH:18][CH:17]=[CH:16][CH:15]=5)[N:11]([S:1]([C:4]5[CH:10]=[CH:9][C:7]([CH3:8])=[CH:6][CH:5]=5)(=[O:2])=[O:3])[CH:12]=4)[CH2:26][CH2:25][CH2:24]3)[CH2:27][CH2:28]2)[N:39]=1. (2) Given the reactants [CH2:1]([O:3][C:4]([C:6]1[C:7]([CH3:26])=[N:8][C:9]([NH:13][CH2:14]/[CH:15]=[CH:16]/B2OC(C)(C)C(C)(C)O2)=[N:10][C:11]=1[CH3:12])=[O:5])[CH3:2].[CH2:27]([O:34][C:35]1[N:40]=[C:39](Br)[CH:38]=[CH:37][CH:36]=1)[C:28]1[CH:33]=[CH:32][CH:31]=[CH:30][CH:29]=1.C(=O)([O-])[O-].[K+].[K+].CN(C=O)C, predict the reaction product. The product is: [CH2:1]([O:3][C:4]([C:6]1[C:11]([CH3:12])=[N:10][C:9]([NH:13][CH2:14]/[CH:15]=[CH:16]/[C:39]2[CH:38]=[CH:37][CH:36]=[C:35]([O:34][CH2:27][C:28]3[CH:29]=[CH:30][CH:31]=[CH:32][CH:33]=3)[N:40]=2)=[N:8][C:7]=1[CH3:26])=[O:5])[CH3:2]. (3) Given the reactants [F:1][C:2]1[CH:7]=[C:6]([F:8])[CH:5]=[C:4]([F:9])[C:3]=1[N:10]=[C:11]=[O:12].[O:13]1[CH2:18][CH2:17][N:16]([CH2:19][CH2:20][CH2:21][O:22][C:23]2[CH:24]=[C:25]([CH:27]=[CH:28][CH:29]=2)[NH2:26])[CH2:15][CH2:14]1, predict the reaction product. The product is: [O:13]1[CH2:14][CH2:15][N:16]([CH2:19][CH2:20][CH2:21][O:22][C:23]2[CH:24]=[C:25]([NH:26][C:11]([NH:10][C:3]3[C:2]([F:1])=[CH:7][C:6]([F:8])=[CH:5][C:4]=3[F:9])=[O:12])[CH:27]=[CH:28][CH:29]=2)[CH2:17][CH2:18]1. (4) Given the reactants C(OC(=O)[NH:7][C:8]1([C:12]2[CH:17]=[CH:16][C:15]([C:18]3[C:27](=[O:28])[C:26]4[C:21](=[CH:22][CH:23]=[C:24](Br)[CH:25]=4)[O:20][C:19]=3[C:30]3[CH:35]=[CH:34][CH:33]=[CH:32][CH:31]=3)=[CH:14][CH:13]=2)[CH2:11][CH2:10][CH2:9]1)(C)(C)C.[NH:37]1[CH:41]=[CH:40][N:39]=[CH:38]1.C(=O)([O-])[O-].[Cs+].[Cs+], predict the reaction product. The product is: [NH2:7][C:8]1([C:12]2[CH:13]=[CH:14][C:15]([C:18]3[C:27](=[O:28])[C:26]4[C:21](=[CH:22][CH:23]=[C:24]([N:37]5[CH:41]=[CH:40][N:39]=[CH:38]5)[CH:25]=4)[O:20][C:19]=3[C:30]3[CH:35]=[CH:34][CH:33]=[CH:32][CH:31]=3)=[CH:16][CH:17]=2)[CH2:9][CH2:10][CH2:11]1. (5) The product is: [CH3:28][O:30][CH:3]1[N:4]2[C:12]3[CH:11]=[CH:10][CH:9]=[CH:8][C:7]=3[CH:6]=[C:5]2[CH2:15][NH:2][CH2:1]1. Given the reactants [C:1]([CH2:3][N:4]1[C:12]2[C:7](=[CH:8][CH:9]=[CH:10][C:11]=2OC)[CH:6]=[C:5]1[C:15](OCC)=O)#[N:2].[H-].[Al+3].[Li+].[H-].[H-].[H-].[OH-].[Na+].[CH2:28]([O:30]CC)C, predict the reaction product. (6) Given the reactants [I:1][C:2]1[CH:3]=[N:4][NH:5][CH:6]=1.[H-].[Na+].Br[CH2:10][CH2:11][OH:12], predict the reaction product. The product is: [I:1][C:2]1[CH:3]=[N:4][N:5]([CH2:10][CH2:11][OH:12])[CH:6]=1. (7) Given the reactants Br[C:2]1[CH:7]=[CH:6][C:5]([O:8][CH3:9])=[C:4]([F:10])[CH:3]=1.[CH2:11]([Li])[CH2:12]CC.[O:16]=[C:17]1[CH2:22][CH2:21][N:20]([C:23]([O:25][C:26]([CH3:29])(C)C)=[O:24])[CH2:19][CH2:18]1, predict the reaction product. The product is: [F:10][C:4]1[CH:3]=[C:2]([C:17]2([OH:16])[CH2:18][CH2:19][N:20]([C:23]([O:25][CH2:26][CH2:29][CH2:11][CH3:12])=[O:24])[CH2:21][CH2:22]2)[CH:7]=[CH:6][C:5]=1[O:8][CH3:9]. (8) Given the reactants [CH3:1][C:2]([OH:10])([CH3:9])[CH2:3][O:4][CH2:5][CH:6]1[CH2:8][O:7]1.C12(CS(O)(=O)=O)C(C)(C)C(CC1)CC2=O, predict the reaction product. The product is: [CH3:1][C:2]1([CH3:9])[O:10][CH:6]([CH2:8][OH:7])[CH2:5][O:4][CH2:3]1. (9) Given the reactants [Br:1][C:2]1[CH:7]=[CH:6][C:5]([F:8])=[CH:4][C:3]=1[CH2:9][C@@H:10]([N:12]=[N+]=[N-])[CH3:11].C1C=CC(P(C2C=CC=CC=2)C2C=CC=CC=2)=CC=1, predict the reaction product. The product is: [Br:1][C:2]1[CH:7]=[CH:6][C:5]([F:8])=[CH:4][C:3]=1[CH2:9][C@@H:10]([NH2:12])[CH3:11].